This data is from TCR-epitope binding with 47,182 pairs between 192 epitopes and 23,139 TCRs. The task is: Binary Classification. Given a T-cell receptor sequence (or CDR3 region) and an epitope sequence, predict whether binding occurs between them. (1) The epitope is LVLSVNPYV. The TCR CDR3 sequence is CASSARTLRPGSSYNEQFF. Result: 0 (the TCR does not bind to the epitope). (2) The TCR CDR3 sequence is CSAKDRLAYSYEQYF. The epitope is FLKEKGGL. Result: 1 (the TCR binds to the epitope). (3) The epitope is TLDSKTQSL. The TCR CDR3 sequence is CSVEKGGTYEQYF. Result: 0 (the TCR does not bind to the epitope). (4) The epitope is ARMILMTHF. The TCR CDR3 sequence is CASGYAGANVLTF. Result: 1 (the TCR binds to the epitope). (5) The epitope is TPRVTGGGAM. The TCR CDR3 sequence is CASSFGPGWGNPSSYNEQFF. Result: 0 (the TCR does not bind to the epitope). (6) The epitope is LEPLVDLPI. The TCR CDR3 sequence is CSVEGSVGESTDTQYF. Result: 1 (the TCR binds to the epitope).